Dataset: Reaction yield outcomes from USPTO patents with 853,638 reactions. Task: Predict the reaction yield, written as a fraction of the theoretical maximum amount of product (1.0 means a 100% yield; for example, 0.34 means a 34% yield). (1) The reactants are [CH3:1][NH2:2].[C:3]1([C:22]2[CH:27]=[CH:26][CH:25]=[CH:24][CH:23]=2)[CH:8]=[CH:7][CH:6]=[CH:5][C:4]=1[CH2:9][C:10]1[NH:11][C:12](=[O:21])[C:13]([OH:20])=[C:14]([C:16](OC)=[O:17])[N:15]=1. The catalyst is C1COCC1. The product is [CH3:1][NH:2][C:16]([C:14]1[N:15]=[C:10]([CH2:9][C:4]2[CH:5]=[CH:6][CH:7]=[CH:8][C:3]=2[C:22]2[CH:27]=[CH:26][CH:25]=[CH:24][CH:23]=2)[NH:11][C:12](=[O:21])[C:13]=1[OH:20])=[O:17]. The yield is 0.270. (2) The reactants are [CH3:1][O:2][C:3]1[CH:4]=[C:5]2[C:10](=[CH:11][CH:12]=1)[C:9](=[O:13])[NH:8][CH2:7][CH2:6]2.Br[CH2:15][CH2:16][CH2:17][O:18][Si](C(C)(C)C)(C)C.[H-].[Na+].[Cl-].[NH4+].[F-].C([N+](CCCC)(CCCC)CCCC)CCC.O1CCCC1. The catalyst is CN(C)C=O.C(OCC)(=O)C. The product is [OH:18][CH2:17][CH2:16][CH2:15][N:8]1[CH2:7][CH2:6][C:5]2[C:10](=[CH:11][CH:12]=[C:3]([O:2][CH3:1])[CH:4]=2)[C:9]1=[O:13]. The yield is 1.00.